This data is from Forward reaction prediction with 1.9M reactions from USPTO patents (1976-2016). The task is: Predict the product of the given reaction. (1) Given the reactants [O:1]1CCO[CH:2]1[CH2:6][CH2:7][N:8]1[C:13]2=[N:14][C:15]([O:18][CH3:19])=[CH:16][N:17]=[C:12]2[CH:11]=[CH:10][C:9]1=[O:20].Cl, predict the reaction product. The product is: [CH3:19][O:18][C:15]1[N:14]=[C:13]2[N:8]([CH2:7][CH2:6][CH:2]=[O:1])[C:9](=[O:20])[CH:10]=[CH:11][C:12]2=[N:17][CH:16]=1. (2) Given the reactants [C:1]([C:5]1[N:10]2[N:11]=[CH:12][C:13](I)=[C:9]2[N:8]=[C:7]([C:15]2[CH:20]=[CH:19][C:18]([Cl:21])=[CH:17][CH:16]=2)[CH:6]=1)([CH3:4])([CH3:3])[CH3:2].[C:22]([C:24]1[S:28][C:27]([S:29]([NH2:32])(=[O:31])=[O:30])=[CH:26][CH:25]=1)#[CH:23], predict the reaction product. The product is: [C:1]([C:5]1[N:10]2[N:11]=[CH:12][C:13]([C:23]#[C:22][C:24]3[S:28][C:27]([S:29]([NH2:32])(=[O:31])=[O:30])=[CH:26][CH:25]=3)=[C:9]2[N:8]=[C:7]([C:15]2[CH:20]=[CH:19][C:18]([Cl:21])=[CH:17][CH:16]=2)[CH:6]=1)([CH3:4])([CH3:3])[CH3:2]. (3) Given the reactants [C:1]([C:5]1[NH:6][C:7](=[O:16])[C:8]([C:11]([O:13]CC)=[O:12])=[CH:9][N:10]=1)([CH3:4])([CH3:3])[CH3:2].[OH-].[Na+], predict the reaction product. The product is: [C:1]([C:5]1[NH:6][C:7](=[O:16])[C:8]([C:11]([OH:13])=[O:12])=[CH:9][N:10]=1)([CH3:4])([CH3:2])[CH3:3]. (4) Given the reactants [OH:1][CH2:2][CH2:3][N:4]1[CH2:13][CH2:12][C:11]2[C:6](=[CH:7][CH:8]=[CH:9][CH:10]=2)[CH2:5]1.O.O.[Na+].[Na+].C(N(CC(O)=O)CC(O)=O)CN(CC([O-])=O)CC([O-])=[O:23].[OH-].[Na+], predict the reaction product. The product is: [OH:1][CH2:2][CH2:3][N:4]1[CH2:13][CH2:12][C:11]2[C:6](=[CH:7][CH:8]=[CH:9][CH:10]=2)[C:5]1=[O:23]. (5) Given the reactants [CH:1]12[CH2:8][CH:5]([CH2:6][CH2:7]1)[CH2:4][C:3](=[O:9])[CH2:2]2.Cl.[CH3:11][NH:12][CH3:13].Cl.[CH3:15]C#N, predict the reaction product. The product is: [CH3:11][N:12]([CH2:15][CH:4]1[C:3](=[O:9])[CH2:2][CH:1]2[CH2:8][CH:5]1[CH2:6][CH2:7]2)[CH3:13]. (6) Given the reactants [CH3:1][C:2]([CH3:16])([CH3:15])[CH2:3][C:4]1[CH:5]=[N:6][N:7]2[C:12](=[O:13])[NH:11][C:10](=[S:14])[NH:9][C:8]=12.[OH-].[Na+].[CH3:19]I, predict the reaction product. The product is: [CH3:1][C:2]([CH3:16])([CH3:15])[CH2:3][C:4]1[CH:5]=[N:6][N:7]2[C:12](=[O:13])[N:11]=[C:10]([S:14][CH3:19])[NH:9][C:8]=12. (7) Given the reactants [CH2:1]([C:3]1[CH:4]=[C:5]([CH2:11][C@@H:12]([NH:16][C:17]([N:19]2[CH2:24][CH2:23][CH:22]([N:25]3[CH2:31][CH2:30][C:29]4[CH:32]=[CH:33][CH:34]=[CH:35][C:28]=4[NH:27][C:26]3=[O:36])[CH2:21][CH2:20]2)=[O:18])[C:13](O)=[O:14])[CH:6]=[CH:7][C:8]=1[CH2:9][CH3:10])[CH3:2].[N:37]1([CH:42]2[CH2:47][CH2:46][NH:45][CH2:44][CH2:43]2)[CH2:41][CH2:40][CH2:39][CH2:38]1, predict the reaction product. The product is: [CH2:1]([C:3]1[CH:4]=[C:5]([CH:6]=[CH:7][C:8]=1[CH2:9][CH3:10])[CH2:11][C@@H:12]([NH:16][C:17]([N:19]1[CH2:20][CH2:21][CH:22]([N:25]2[CH2:31][CH2:30][C:29]3[CH:32]=[CH:33][CH:34]=[CH:35][C:28]=3[NH:27][C:26]2=[O:36])[CH2:23][CH2:24]1)=[O:18])[C:13](=[O:14])[N:45]1[CH2:46][CH2:47][CH:42]([N:37]2[CH2:41][CH2:40][CH2:39][CH2:38]2)[CH2:43][CH2:44]1)[CH3:2]. (8) Given the reactants [C:1]1([CH3:10])[CH:6]=[CH:5][C:4]([S:7]([NH2:9])=[O:8])=[CH:3][CH:2]=1.[CH:11](=O)[CH2:12][CH:13]([CH3:15])[CH3:14], predict the reaction product. The product is: [CH3:10][C:1]1[CH:6]=[CH:5][C:4]([S:7](/[N:9]=[CH:11]/[CH2:12][CH:13]([CH3:15])[CH3:14])=[O:8])=[CH:3][CH:2]=1. (9) Given the reactants [H-].[Na+].COP([CH2:9][C:10]([O:12][CH3:13])=[O:11])(OC)=O.[CH3:14][Si:15]([CH3:25])([CH3:24])[C:16]#[C:17][C:18]#[C:19][CH2:20][CH2:21][CH:22]=O, predict the reaction product. The product is: [CH3:14][Si:15]([CH3:24])([CH3:25])[C:16]#[C:17][C:18]#[C:19][CH2:20][CH2:21]/[CH:22]=[CH:9]/[C:10]([O:12][CH3:13])=[O:11].[CH3:14][Si:15]([CH3:24])([CH3:25])[C:16]#[C:17][C:18]#[C:19][CH2:20][CH2:21]/[CH:22]=[CH:9]\[C:10]([O:12][CH3:13])=[O:11].